This data is from Drug-induced liver injury (DILI) classification data. The task is: Regression/Classification. Given a drug SMILES string, predict its toxicity properties. Task type varies by dataset: regression for continuous values (e.g., LD50, hERG inhibition percentage) or binary classification for toxic/non-toxic outcomes (e.g., AMES mutagenicity, cardiotoxicity, hepatotoxicity). Dataset: dili. The molecule is CN1C(=O)CCS(=O)(=O)C1c1ccc(Cl)cc1. The result is 1 (causes liver injury).